From a dataset of Full USPTO retrosynthesis dataset with 1.9M reactions from patents (1976-2016). Predict the reactants needed to synthesize the given product. (1) Given the product [C:17]([C:3]1[CH:4]=[C:5]([C:8]2[S:9][C:10]3[N:11]=[CH:12][N:13]=[CH:14][C:15]=3[N:16]=2)[CH:6]=[CH:7][C:2]=1[N:16]1[CH2:15][CH2:10][O:19][CH2:5][CH2:8]1)#[N:18], predict the reactants needed to synthesize it. The reactants are: Cl[C:2]1[CH:7]=[CH:6][C:5]([C:8]2[S:9][C:10]3[N:11]=[CH:12][N:13]=[CH:14][C:15]=3[N:16]=2)=[CH:4][C:3]=1[C:17]#[N:18].[OH2:19]. (2) Given the product [CH2:21]([C:8]1[C:7]2[C:11](=[CH:12][C:4]([NH2:1])=[CH:5][CH:6]=2)[N:10]([CH2:13][O:14][CH2:15][CH2:16][Si:17]([CH3:19])([CH3:18])[CH3:20])[N:9]=1)[CH3:22], predict the reactants needed to synthesize it. The reactants are: [N+:1]([C:4]1[CH:12]=[C:11]2[C:7]([C:8]([CH:21]=[CH2:22])=[N:9][N:10]2[CH2:13][O:14][CH2:15][CH2:16][Si:17]([CH3:20])([CH3:19])[CH3:18])=[CH:6][CH:5]=1)([O-])=O.[H][H]. (3) The reactants are: C(OC([NH:8][C:9]1[C:13]2=[N:14][CH:15]=[C:16]([CH2:18][O:19][CH3:20])[CH:17]=[C:12]2[S:11][C:10]=1[C:21]([O:23][CH3:24])=[O:22])=O)(C)(C)C.C(O)(C(F)(F)F)=O.C(Cl)Cl. Given the product [NH2:8][C:9]1[C:13]2=[N:14][CH:15]=[C:16]([CH2:18][O:19][CH3:20])[CH:17]=[C:12]2[S:11][C:10]=1[C:21]([O:23][CH3:24])=[O:22], predict the reactants needed to synthesize it. (4) The reactants are: [C:1]([N:4]1[CH2:9][CH2:8][NH:7][CH2:6][CH2:5]1)(=[O:3])[CH3:2].CS(O[CH:15]([C:22]1[CH:27]=[CH:26][C:25]([C:28]2[CH:33]=[CH:32][C:31]([F:34])=[CH:30][C:29]=2[O:35][CH3:36])=[CH:24][CH:23]=1)[C:16]1[CH:21]=[CH:20][N:19]=[CH:18][CH:17]=1)(=O)=O. Given the product [F:34][C:31]1[CH:32]=[CH:33][C:28]([C:25]2[CH:24]=[CH:23][C:22]([CH:15]([C:16]3[CH:17]=[CH:18][N:19]=[CH:20][CH:21]=3)[N:7]3[CH2:8][CH2:9][N:4]([C:1](=[O:3])[CH3:2])[CH2:5][CH2:6]3)=[CH:27][CH:26]=2)=[C:29]([O:35][CH3:36])[CH:30]=1, predict the reactants needed to synthesize it.